Dataset: Reaction yield outcomes from USPTO patents with 853,638 reactions. Task: Predict the reaction yield, written as a fraction of the theoretical maximum amount of product (1.0 means a 100% yield; for example, 0.34 means a 34% yield). (1) The reactants are [CH2:1]([C@H](NC(=O)OC(C)(C)C)[C@@H](O)C(NS(C1C=CC(OC)=CC=1)(=O)=O)OC(CC)C)[C:2]1[CH:7]=[CH:6][CH:5]=[CH:4][CH:3]=1.[CH:37]([O:41][NH:42]S(C1C=CC(OC)=CC=1)(=O)=O)([CH2:39][CH3:40])[CH3:38].C1C=NC(NP(N2CC2)(N2CC2)=[O:62])=NC=1.C1[CH2:73][O:72]CC1. No catalyst specified. The product is [CH:37]([O:41][N:42]1[C:1](=[O:62])[C:2]2[C:3](=[CH:4][CH:5]=[CH:6][CH:7]=2)[C:73]1=[O:72])([CH2:39][CH3:40])[CH3:38]. The yield is 0.480. (2) The reactants are [NH2:1][C:2]1[CH:7]=[C:6]([CH3:8])[C:5]([NH:9][C:10](=[O:19])[CH2:11][C:12]2[CH:17]=[CH:16][CH:15]=[C:14]([F:18])[CH:13]=2)=[C:4]([Cl:20])[CH:3]=1.Cl[CH2:22][CH2:23][O:24][CH2:25][CH2:26]Cl.[I-].[K+].C(=O)(O)[O-].[Na+]. The catalyst is CN(C)C=O. The product is [Cl:20][C:4]1[CH:3]=[C:2]([N:1]2[CH2:26][CH2:25][O:24][CH2:23][CH2:22]2)[CH:7]=[C:6]([CH3:8])[C:5]=1[NH:9][C:10](=[O:19])[CH2:11][C:12]1[CH:17]=[CH:16][CH:15]=[C:14]([F:18])[CH:13]=1. The yield is 0.310. (3) The reactants are [OH-].[K+].C([O:5][C:6]([CH:8]1[C:20]2[C:19]3[C:14](=[CH:15][CH:16]=[CH:17][CH:18]=3)[NH:13][C:12]=2[C:11]2[CH:21]=[CH:22][CH:23]=[CH:24][C:10]=2[S:9]1)=[O:7])C.Cl. The catalyst is O.CCO. The product is [CH:21]1[C:11]2[C:12]3[NH:13][C:14]4[C:19]([C:20]=3[CH:8]([C:6]([OH:7])=[O:5])[S:9][C:10]=2[CH:24]=[CH:23][CH:22]=1)=[CH:18][CH:17]=[CH:16][CH:15]=4. The yield is 0.800. (4) The reactants are [CH3:1][Mg]Br.[Cl:4][C:5]1[S:9][C:8]([S:10]([NH:13][C@H:14]([CH:20]=[O:21])[CH:15]([CH2:18][CH3:19])[CH2:16][CH3:17])(=[O:12])=[O:11])=[CH:7][CH:6]=1. The catalyst is C1(C)C=CC=CC=1.C1COCC1.C1COCC1. The product is [Cl:4][C:5]1[S:9][C:8]([S:10]([NH:13][C@H:14]([CH:20]([OH:21])[CH3:1])[CH:15]([CH2:16][CH3:17])[CH2:18][CH3:19])(=[O:12])=[O:11])=[CH:7][CH:6]=1. The yield is 0.830. (5) The reactants are C1(N2CCOCC2)CCCC=1.[CH:12](=[O:19])[C:13]1[CH:18]=[CH:17][CH:16]=[CH:15]C=1.Cl.[CH:21]1[CH:26]=[CH:25][CH:24]=[CH:23][CH:22]=1. No catalyst specified. The product is [CH:15](=[C:16]1[CH2:17][CH2:18][CH2:13][C:12]1=[O:19])[C:21]1[CH:26]=[CH:25][CH:24]=[CH:23][CH:22]=1. The yield is 0.846. (6) The reactants are O.NN.[Br:4][C:5]1[C:6]([O:23][CH3:24])=[C:7]([CH2:11][N:12]2C(=O)C3C(=CC=CC=3)C2=O)[CH:8]=[CH:9][CH:10]=1. The catalyst is CCO. The product is [Br:4][C:5]1[C:6]([O:23][CH3:24])=[C:7]([CH2:11][NH2:12])[CH:8]=[CH:9][CH:10]=1. The yield is 0.463. (7) The reactants are [C:1]([SiH2:5][O:6][C:7]([CH3:17])([CH3:16])[C:8]1[CH:9]=[C:10]([CH2:14]O)[CH:11]=[CH:12][CH:13]=1)([CH3:4])([CH3:3])[CH3:2].[CH2:18]([N:20](CC)CC)C.CS(Cl)(=O)=O.[C-]#N.[Na+]. The catalyst is ClCCl.CN(C=O)C. The product is [C:1]([SiH2:5][O:6][C:7]([CH3:17])([CH3:16])[C:8]1[CH:9]=[C:10]([CH2:14][C:18]#[N:20])[CH:11]=[CH:12][CH:13]=1)([CH3:4])([CH3:3])[CH3:2]. The yield is 0.750. (8) The reactants are [CH2:1]([CH:8]1[C:14](=[O:15])[CH2:13][CH:12]2[CH2:16][CH:9]1[CH2:10][CH2:11]2)[C:2]1[CH:7]=[CH:6][CH:5]=[CH:4][N:3]=1.CC([O-])(C)C.[K+].C1COCC1.[N:28](OCCC(C)C)=[O:29].Cl. The catalyst is C1COCC1. The product is [CH2:1]([CH:8]1[C:14](=[O:15])[C:13](=[N:28][OH:29])[CH:12]2[CH2:16][CH:9]1[CH2:10][CH2:11]2)[C:2]1[CH:7]=[CH:6][CH:5]=[CH:4][N:3]=1. The yield is 0.410. (9) The reactants are [NH2:1][C:2]1[N:6]([CH3:7])[C:5]([CH:8]([CH3:10])[CH3:9])=[N:4][C:3]=1[C:11]#N.[C:13]1([CH3:21])[CH:18]=[CH:17][C:16]([Mg]Br)=[CH:15][CH:14]=1.Cl.[OH-:23].[Na+]. The catalyst is O1CCCC1. The product is [NH2:1][C:2]1[N:6]([CH3:7])[C:5]([CH:8]([CH3:9])[CH3:10])=[N:4][C:3]=1[C:11]([C:16]1[CH:17]=[CH:18][C:13]([CH3:21])=[CH:14][CH:15]=1)=[O:23]. The yield is 0.590. (10) The reactants are [F:1][C:2]1[CH:3]=[C:4]([C:8]2[S:9][C:10]([NH:14][C:15](=[O:21])[O:16][C:17]([CH3:20])([CH3:19])[CH3:18])=[C:11]([I:13])[N:12]=2)[CH:5]=[N:6][CH:7]=1.[H-].[Na+].I[CH3:25]. The catalyst is CN(C=O)C. The product is [F:1][C:2]1[CH:3]=[C:4]([C:8]2[S:9][C:10]([N:14]([CH3:25])[C:15](=[O:21])[O:16][C:17]([CH3:18])([CH3:20])[CH3:19])=[C:11]([I:13])[N:12]=2)[CH:5]=[N:6][CH:7]=1. The yield is 0.910.